Task: Predict the reaction yield, written as a fraction of the theoretical maximum amount of product (1.0 means a 100% yield; for example, 0.34 means a 34% yield).. Dataset: Reaction yield outcomes from USPTO patents with 853,638 reactions (1) The reactants are [N:1]1[CH:6]=[CH:5][CH:4]=[C:3]([C:7]2[N:11]3[CH:12]=[CH:13][CH:14]=[CH:15][C:10]3=[N:9][C:8]=2[CH2:16][OH:17])[CH:2]=1.N1C=CC(C2N3C=CC=CC3=NC=2C=O)=CC=1. No catalyst specified. The product is [N:1]1[CH:6]=[CH:5][CH:4]=[C:3]([C:7]2[N:11]3[CH:12]=[CH:13][CH:14]=[CH:15][C:10]3=[N:9][C:8]=2[CH:16]=[O:17])[CH:2]=1. The yield is 0.850. (2) The reactants are [Cl:1][C:2]1[CH:7]=[C:6]([Cl:8])[CH:5]=[CH:4][C:3]=1[S:9]([NH:12][C:13]1[CH:18]=[C:17]([Cl:19])[C:16]([S:20][C:21]2[S:22][C:23]3[CH:29]=[CH:28][C:27]([C:30]#[N:31])=[CH:26][C:24]=3[N:25]=2)=[C:15]([Cl:32])[CH:14]=1)(=[O:11])=[O:10].[N:33]([Si](C)(C)C)=[N+:34]=[N-:35].C([Sn](=O)CCCC)CCC.Cl. The catalyst is C1(C)C=CC=CC=1. The product is [Cl:1][C:2]1[CH:7]=[C:6]([Cl:8])[CH:5]=[CH:4][C:3]=1[S:9]([NH:12][C:13]1[CH:14]=[C:15]([Cl:32])[C:16]([S:20][C:21]2[S:22][C:23]3[CH:29]=[CH:28][C:27]([C:30]4[NH:35][N:34]=[N:33][N:31]=4)=[CH:26][C:24]=3[N:25]=2)=[C:17]([Cl:19])[CH:18]=1)(=[O:11])=[O:10]. The yield is 0.770.